From a dataset of Peptide-MHC class I binding affinity with 185,985 pairs from IEDB/IMGT. Regression. Given a peptide amino acid sequence and an MHC pseudo amino acid sequence, predict their binding affinity value. This is MHC class I binding data. (1) The peptide sequence is TVANNPDDK. The MHC is HLA-A68:02 with pseudo-sequence HLA-A68:02. The binding affinity (normalized) is 0. (2) The peptide sequence is TERLKLFAA. The MHC is HLA-B44:02 with pseudo-sequence HLA-B44:02. The binding affinity (normalized) is 0. (3) The peptide sequence is STGNYVHCF. The MHC is HLA-A32:01 with pseudo-sequence HLA-A32:01. The binding affinity (normalized) is 0.131. (4) The peptide sequence is YNIDRLNAL. The binding affinity (normalized) is 0.512. The MHC is HLA-A68:02 with pseudo-sequence HLA-A68:02. (5) The peptide sequence is YEFLQPILL. The MHC is HLA-B08:01 with pseudo-sequence HLA-B08:01. The binding affinity (normalized) is 0.132.